Dataset: Reaction yield outcomes from USPTO patents with 853,638 reactions. Task: Predict the reaction yield, written as a fraction of the theoretical maximum amount of product (1.0 means a 100% yield; for example, 0.34 means a 34% yield). (1) The reactants are [OH:1][C:2]1[CH:3]=[C:4]([CH2:9][C:10]#[N:11])[CH:5]=[CH:6][C:7]=1[CH3:8].C([O-])([O-])=O.[K+].[K+].Br[CH2:19][CH2:20][CH2:21][CH3:22]. The catalyst is CC(C)=O. The product is [CH2:19]([O:1][C:2]1[CH:3]=[C:4]([CH2:9][C:10]#[N:11])[CH:5]=[CH:6][C:7]=1[CH3:8])[CH2:20][CH2:21][CH3:22]. The yield is 0.610. (2) The product is [NH2:1][C:2]1[C:7]([F:8])=[CH:6][N:5]([CH:9]2[CH2:13][CH2:12][CH:11]([NH:14][S:15]([C:18]3[CH:19]=[C:20]([C:28]4[CH:29]=[CH:30][CH:31]=[CH:32][C:27]=4[F:26])[CH:21]=[CH:22][CH:23]=3)(=[O:17])=[O:16])[CH2:10]2)[C:4](=[O:25])[N:3]=1. The reactants are [NH2:1][C:2]1[C:7]([F:8])=[CH:6][N:5]([CH:9]2[CH2:13][CH2:12][CH:11]([NH:14][S:15]([C:18]3[CH:23]=[CH:22][CH:21]=[C:20](Br)[CH:19]=3)(=[O:17])=[O:16])[CH2:10]2)[C:4](=[O:25])[N:3]=1.[F:26][C:27]1[CH:32]=[CH:31][CH:30]=[CH:29][C:28]=1B(O)O.C([O-])([O-])=O.[Na+].[Na+]. The yield is 0.380. The catalyst is C(#N)C.C1C=CC(P(C2C=CC=CC=2)[C-]2C=CC=C2)=CC=1.C1C=CC(P(C2C=CC=CC=2)[C-]2C=CC=C2)=CC=1.Cl[Pd]Cl.[Fe+2]. (3) The reactants are [F:1][C:2]1[CH:7]=[CH:6][CH:5]=[C:4]([N+:8]([O-])=O)[C:3]=1[CH2:11][C:12](=O)[C:13]([OH:15])=[O:14]. The catalyst is [NH4+].[OH-].O. The product is [F:1][C:2]1[CH:7]=[CH:6][CH:5]=[C:4]2[C:3]=1[CH:11]=[C:12]([C:13]([OH:15])=[O:14])[NH:8]2. The yield is 0.220. (4) The reactants are [N:1]12[CH2:8][CH2:7][C:4]([C:9]([C:16]3[CH:20]=[CH:19][S:18][CH:17]=3)([C:11]3[CH:15]=[CH:14][S:13][CH:12]=3)[OH:10])([CH2:5][CH2:6]1)[CH2:3][CH2:2]2.[C:21]1([O:27][CH2:28][CH2:29][CH2:30][Br:31])[CH:26]=[CH:25][CH:24]=[CH:23][CH:22]=1. The catalyst is C(Cl)(Cl)Cl. The product is [Br-:31].[OH:10][C:9]([C:11]1[CH:15]=[CH:14][S:13][CH:12]=1)([C:16]1[CH:20]=[CH:19][S:18][CH:17]=1)[C:4]12[CH2:7][CH2:8][N+:1]([CH2:30][CH2:29][CH2:28][O:27][C:21]3[CH:26]=[CH:25][CH:24]=[CH:23][CH:22]=3)([CH2:6][CH2:5]1)[CH2:2][CH2:3]2. The yield is 0.447. (5) The reactants are BrCC1C=C(C2OC=CC=2)N(C)N=1.[C:14]1([C:20]2[O:24][N:23]=[C:22]([CH2:25]P(=O)(OCC)OCC)[N:21]=2)[CH:19]=[CH:18][CH:17]=[CH:16][CH:15]=1.[C:34]([O:38][C:39]([N:41]1[CH2:45][CH2:44][C:43](=O)[CH2:42]1)=[O:40])([CH3:37])([CH3:36])[CH3:35]. No catalyst specified. The product is [C:34]([O:38][C:39]([N:41]1[CH2:45][CH2:44]/[C:43](=[CH:25]/[C:22]2[N:21]=[C:20]([C:14]3[CH:15]=[CH:16][CH:17]=[CH:18][CH:19]=3)[O:24][N:23]=2)/[CH2:42]1)=[O:40])([CH3:37])([CH3:35])[CH3:36]. The yield is 0.380. (6) The reactants are O=[C:2]1[CH2:7][CH2:6][CH2:5][CH2:4][N:3]1[CH:8]1[CH2:13][CH2:12][N:11]([C:14]([O:16][C:17]([CH3:20])([CH3:19])[CH3:18])=[O:15])[CH2:10][CH2:9]1.COC1C=CC(P2(SP(C3C=CC(OC)=CC=3)(=S)S2)=[S:30])=CC=1. The catalyst is C1(C)C=CC=CC=1. The product is [S:30]=[C:2]1[CH2:7][CH2:6][CH2:5][CH2:4][N:3]1[CH:8]1[CH2:13][CH2:12][N:11]([C:14]([O:16][C:17]([CH3:20])([CH3:19])[CH3:18])=[O:15])[CH2:10][CH2:9]1. The yield is 0.640. (7) The reactants are [CH3:1][O:2][C:3]1[CH:4]=[C:5]([NH:11][C:12](SC)=[C:13]2[C:18](=[O:19])[O:17][C:16]([CH3:21])([CH3:20])[O:15][C:14]2=[O:22])[CH:6]=[CH:7][C:8]=1[O:9][CH3:10].[OH-].[NH4+:26]. The catalyst is C1COCC1.Cl[Hg]Cl. The product is [NH2:26][C:12]([NH:11][C:5]1[CH:6]=[CH:7][C:8]([O:9][CH3:10])=[C:3]([O:2][CH3:1])[CH:4]=1)=[C:13]1[C:18](=[O:19])[O:17][C:16]([CH3:21])([CH3:20])[O:15][C:14]1=[O:22]. The yield is 0.970. (8) The reactants are [C:1]([C:3]1[N:8]=[CH:7][C:6]2[C:9]([C:28]([O:30]C)=O)=[N:10][N:11]([C:12]3[CH:17]=[CH:16][CH:15]=[C:14]([C:18]#[C:19][C@:20]4([OH:27])[CH2:24][CH2:23][N:22]([CH3:25])[C:21]4=[O:26])[CH:13]=3)[C:5]=2[CH:4]=1)#[N:2].[NH3:32]. No catalyst specified. The product is [C:1]([C:3]1[N:8]=[CH:7][C:6]2[C:9]([C:28]([NH2:32])=[O:30])=[N:10][N:11]([C:12]3[CH:17]=[CH:16][CH:15]=[C:14]([C:18]#[C:19][C@:20]4([OH:27])[CH2:24][CH2:23][N:22]([CH3:25])[C:21]4=[O:26])[CH:13]=3)[C:5]=2[CH:4]=1)#[N:2]. The yield is 0.270.